From a dataset of Catalyst prediction with 721,799 reactions and 888 catalyst types from USPTO. Predict which catalyst facilitates the given reaction. (1) Reactant: Br[C:2]1[CH:7]=[CH:6][CH:5]=[CH:4][CH:3]=1.[Li]C(C)(C)C.[C:13]1([C@@H:19]([N@:21]2[CH2:23][CH:22]2[CH:24]=[O:25])[CH3:20])[CH:18]=[CH:17][CH:16]=[CH:15][CH:14]=1.O. Product: [C:2]1([C@H:24]([CH:22]2[CH2:23][N@@:21]2[C@H:19]([C:13]2[CH:18]=[CH:17][CH:16]=[CH:15][CH:14]=2)[CH3:20])[OH:25])[CH:7]=[CH:6][CH:5]=[CH:4][CH:3]=1. The catalyst class is: 1. (2) Reactant: Cl.[Br:2][C:3]1[CH:12]=[C:11]2[C:6]([CH2:7][CH2:8][C:9]3([CH2:21][CH2:20]3)[C:10]2=[N:13]S(C(C)(C)C)=O)=[CH:5][CH:4]=1.C(OCC)C. Product: [Br:2][C:3]1[CH:12]=[C:11]2[C:6]([CH2:7][CH2:8][C:9]3([CH2:21][CH2:20]3)[C:10]2=[NH:13])=[CH:5][CH:4]=1. The catalyst class is: 12.